This data is from Reaction yield outcomes from USPTO patents with 853,638 reactions. The task is: Predict the reaction yield, written as a fraction of the theoretical maximum amount of product (1.0 means a 100% yield; for example, 0.34 means a 34% yield). (1) The reactants are Cl.[CH2:2]1[C:7]2([CH2:12][CH2:11][C:10](=[O:13])[CH2:9][CH2:8]2)[CH2:6][CH2:5][NH:4][CH2:3]1.[CH3:14][C:15]([O:18][C:19](O[C:19]([O:18][C:15]([CH3:17])([CH3:16])[CH3:14])=[O:20])=[O:20])([CH3:17])[CH3:16]. The catalyst is C(Cl)Cl. The product is [O:13]=[C:10]1[CH2:11][CH2:12][C:7]2([CH2:2][CH2:3][N:4]([C:19]([O:18][C:15]([CH3:17])([CH3:16])[CH3:14])=[O:20])[CH2:5][CH2:6]2)[CH2:8][CH2:9]1. The yield is 0.730. (2) The catalyst is O1CCCC1.O.C(OC(=O)C)C. The reactants are [F:1][C:2]1[CH:8]=[CH:7][C:5]([NH2:6])=[CH:4][C:3]=1[N+:9]([O-:11])=[O:10].C(=O)(O)[O-].[Na+].[C:17](Cl)(=[O:20])[CH:18]=[CH2:19]. The product is [F:1][C:2]1[CH:8]=[CH:7][C:5]([NH:6][C:17](=[O:20])[CH:18]=[CH2:19])=[CH:4][C:3]=1[N+:9]([O-:11])=[O:10]. The yield is 0.740. (3) The product is [Cl:1][C:2]1[CH:3]=[C:4]([CH:9]([C:24]([F:26])([F:25])[F:27])/[CH:10]=[CH:11]/[C:12]2[CH:13]=[CH:14][C:15]([N:19]3[CH:23]=[N:22][CH:21]=[N:20]3)=[C:16]([CH:18]=2)[NH:17][CH3:28])[CH:5]=[C:6]([Cl:8])[CH:7]=1. The catalyst is C(Cl)Cl. The yield is 0.700. The reactants are [Cl:1][C:2]1[CH:3]=[C:4]([CH:9]([C:24]([F:27])([F:26])[F:25])/[CH:10]=[CH:11]/[C:12]2[CH:13]=[CH:14][C:15]([N:19]3[CH:23]=[N:22][CH:21]=[N:20]3)=[C:16]([CH:18]=2)[NH2:17])[CH:5]=[C:6]([Cl:8])[CH:7]=1.[CH3:28]I. (4) The reactants are [CH3:1][O:2][C:3](=[O:24])[CH2:4][C:5]1[CH:14]=[C:13]([O:15]CC2C=CC=CC=2)[C:12]2[C:7](=[CH:8][CH:9]=[C:10]([F:23])[CH:11]=2)[CH:6]=1. The catalyst is CO.[Pd]. The product is [CH3:1][O:2][C:3](=[O:24])[CH2:4][C:5]1[CH:14]=[C:13]([OH:15])[C:12]2[C:7](=[CH:8][CH:9]=[C:10]([F:23])[CH:11]=2)[CH:6]=1. The yield is 0.950. (5) The reactants are C[Si]([N-][Si](C)(C)C)(C)C.[Li+].F[C:12]1[C:17]([C:18]2[N:23]=[C:22]([CH3:24])[N:21]=[C:20]([N:25]([CH2:35][C:36]3[CH:41]=[CH:40][C:39]([O:42][CH3:43])=[CH:38][CH:37]=3)[CH2:26][C:27]3[CH:32]=[CH:31][C:30]([O:33][CH3:34])=[CH:29][CH:28]=3)[CH:19]=2)=[CH:16][C:15]([C@H:44]([N:46]2[CH2:51][CH2:50][N:49]([S:52]([CH3:55])(=[O:54])=[O:53])[CH2:48][CH2:47]2)[CH3:45])=[CH:14][N:13]=1.[F:56][C:57]1[CH:58]=[C:59]([NH2:65])[CH:60]=[N:61][C:62]=1[O:63][CH3:64].[NH4+].[Cl-]. The yield is 0.559. The catalyst is C1COCC1. The product is [F:56][C:57]1[CH:58]=[C:59]([NH:65][C:12]2[C:17]([C:18]3[N:23]=[C:22]([CH3:24])[N:21]=[C:20]([N:25]([CH2:35][C:36]4[CH:41]=[CH:40][C:39]([O:42][CH3:43])=[CH:38][CH:37]=4)[CH2:26][C:27]4[CH:32]=[CH:31][C:30]([O:33][CH3:34])=[CH:29][CH:28]=4)[CH:19]=3)=[CH:16][C:15]([C@H:44]([N:46]3[CH2:47][CH2:48][N:49]([S:52]([CH3:55])(=[O:53])=[O:54])[CH2:50][CH2:51]3)[CH3:45])=[CH:14][N:13]=2)[CH:60]=[N:61][C:62]=1[O:63][CH3:64]. (6) The reactants are [N+:1]([C:4]1[S:8][C:7]([C:9]([OH:11])=O)=[CH:6][CH:5]=1)([O-:3])=[O:2].[NH2:12][C:13]1[CH:14]=[N:15][CH:16]=[CH:17][C:18]=1[OH:19].C([O-])([O-])=O.[Na+].[Na+]. The catalyst is O=S(Cl)Cl.N1C=CC=CC=1.O. The product is [OH:19][C:18]1[CH:17]=[CH:16][N:15]=[CH:14][C:13]=1[NH:12][C:9]([C:7]1[S:8][C:4]([N+:1]([O-:3])=[O:2])=[CH:5][CH:6]=1)=[O:11]. The yield is 0.920.